From a dataset of Forward reaction prediction with 1.9M reactions from USPTO patents (1976-2016). Predict the product of the given reaction. (1) Given the reactants [N:1]([O-])=O.[Na+].[NH:5]1[C:13]2[C:8](=[CH:9][CH:10]=[C:11]([C:14]([O:16][CH3:17])=[O:15])[CH:12]=2)[CH:7]=[CH:6]1.Cl.[OH2:19], predict the reaction product. The product is: [CH:6]([C:7]1[C:8]2[C:13](=[CH:12][C:11]([C:14]([O:16][CH3:17])=[O:15])=[CH:10][CH:9]=2)[NH:5][N:1]=1)=[O:19]. (2) Given the reactants [ClH:1].Cl.[C:3]1([C:9]2[C:10]([N:15]3[CH2:20][CH2:19][NH:18][CH2:17][CH2:16]3)=[N:11][CH:12]=[CH:13][N:14]=2)[CH:8]=[CH:7][CH:6]=[CH:5][CH:4]=1.[CH3:21][C:22]1[C:26]([CH:27]=O)=[CH:25][NH:24][N:23]=1.C(O[BH-](OC(=O)C)OC(=O)C)(=O)C.[Na+].[OH-].[Na+].Cl, predict the reaction product. The product is: [ClH:1].[CH3:21][C:22]1[C:26]([CH2:27][N:18]2[CH2:19][CH2:20][N:15]([C:10]3[C:9]([C:3]4[CH:4]=[CH:5][CH:6]=[CH:7][CH:8]=4)=[N:14][CH:13]=[CH:12][N:11]=3)[CH2:16][CH2:17]2)=[CH:25][NH:24][N:23]=1. (3) Given the reactants Br[Si](C)(C)C.C[O:7][P:8]([CH:12]([O:17][CH:18]1[CH2:22][CH2:21][CH:20]([N:23]2[CH:28]=[C:27]([F:29])[C:26](=[O:30])[NH:25][C:24]2=[O:31])[CH2:19]1)[C:13]([O:15]C)=[O:14])([O:10]C)=[O:9].CO.[OH-].[Li+], predict the reaction product. The product is: [F:29][C:27]1[C:26](=[O:30])[NH:25][C:24](=[O:31])[N:23]([CH:20]2[CH2:21][CH2:22][CH:18]([O:17][CH:12]([P:8]([OH:10])([OH:9])=[O:7])[C:13]([OH:15])=[O:14])[CH2:19]2)[CH:28]=1. (4) Given the reactants [BH4-].[Na+].[F:3][C:4]1([F:44])[C:13]2=[N:14][N:15]([CH2:17][C:18]3[C:23]([CH3:24])=[C:22]([O:25][CH3:26])[C:21]([CH3:27])=[CH:20][N:19]=3)[N:16]=[C:11]3[C:12]2=[C:6]([CH2:7][S:8][N:9]=[C:10]3[N:28](C(OC(C)(C)C)=O)C(OC(C)(C)C)=O)[C:5]1=[O:43].CO, predict the reaction product. The product is: [NH2:28][C:10]1[C:11]2[C:12]3[C:13](=[N:14][N:15]([CH2:17][C:18]4[C:23]([CH3:24])=[C:22]([O:25][CH3:26])[C:21]([CH3:27])=[CH:20][N:19]=4)[N:16]=2)[C:4]([F:44])([F:3])[CH:5]([OH:43])[C:6]=3[CH2:7][S:8][N:9]=1. (5) Given the reactants FC(F)(F)C(O)=O.[C:8]1([C:36]2[CH:41]=[CH:40][CH:39]=[CH:38][CH:37]=2)[CH:13]=[CH:12][C:11]([NH:14][C:15]2[CH:27]=[C:26]([CH2:28][CH2:29][C:30]3[CH:35]=[CH:34][CH:33]=[CH:32][CH:31]=3)[CH:25]=[CH:24][C:16]=2[C:17]([O:19]C(C)(C)C)=[O:18])=[CH:10][CH:9]=1, predict the reaction product. The product is: [C:8]1([C:36]2[CH:37]=[CH:38][CH:39]=[CH:40][CH:41]=2)[CH:13]=[CH:12][C:11]([NH:14][C:15]2[CH:27]=[C:26]([CH2:28][CH2:29][C:30]3[CH:35]=[CH:34][CH:33]=[CH:32][CH:31]=3)[CH:25]=[CH:24][C:16]=2[C:17]([OH:19])=[O:18])=[CH:10][CH:9]=1. (6) Given the reactants C([O:5][C:6](=[O:56])[C@@H:7]([NH:12][C:13](=[O:55])[C@@H:14]([NH:42][C:43](=[O:54])[C:44]1[CH:49]=[CH:48][C:47]([C:50]([CH3:53])([CH3:52])[CH3:51])=[CH:46][CH:45]=1)[CH2:15][C:16]1[CH:21]=[CH:20][C:19]([C:22]2[N:27]=[CH:26][C:25]([C:28]3[CH:33]=[CH:32][C:31]([O:34][CH2:35][CH2:36][CH2:37][CH2:38][CH2:39][CH2:40][CH3:41])=[CH:30][CH:29]=3)=[CH:24][N:23]=2)=[CH:18][CH:17]=1)[CH2:8][C:9]([OH:11])=O)(C)(C)C.CN.C[CH2:60][N:61](C(C)C)C(C)C.CN(C(ON1N=NC2C=CC=NC1=2)=[N+](C)C)C.F[P-](F)(F)(F)(F)F, predict the reaction product. The product is: [C:50]([C:47]1[CH:48]=[CH:49][C:44]([C:43]([NH:42][C@@H:14]([CH2:15][C:16]2[CH:21]=[CH:20][C:19]([C:22]3[N:27]=[CH:26][C:25]([C:28]4[CH:33]=[CH:32][C:31]([O:34][CH2:35][CH2:36][CH2:37][CH2:38][CH2:39][CH2:40][CH3:41])=[CH:30][CH:29]=4)=[CH:24][N:23]=3)=[CH:18][CH:17]=2)[C:13]([NH:12][C@H:7]([C:6]([OH:5])=[O:56])[CH2:8][C:9](=[O:11])[NH:61][CH3:60])=[O:55])=[O:54])=[CH:45][CH:46]=1)([CH3:53])([CH3:52])[CH3:51]. (7) Given the reactants C(NC(C)C)(C)C.C([Li])CCC.CN1CCCN(C)C1=O.[CH3:22][O:23][C:24]([CH:26]1[CH2:31][CH2:30][CH2:29][CH:28]([C:32]([O:34][CH3:35])=[O:33])[CH2:27]1)=[O:25].Br[CH2:37][CH2:38][Cl:39], predict the reaction product. The product is: [CH3:35][O:34][C:32]([C:28]1([CH2:37][CH2:38][Cl:39])[CH2:29][CH2:30][CH2:31][CH:26]([C:24]([O:23][CH3:22])=[O:25])[CH2:27]1)=[O:33].